This data is from NCI-60 drug combinations with 297,098 pairs across 59 cell lines. The task is: Regression. Given two drug SMILES strings and cell line genomic features, predict the synergy score measuring deviation from expected non-interaction effect. Cell line: MDA-MB-231. Synergy scores: CSS=-4.94, Synergy_ZIP=1.91, Synergy_Bliss=-4.42, Synergy_Loewe=-18.1, Synergy_HSA=-14.9. Drug 1: CC1=CC2C(CCC3(C2CCC3(C(=O)C)OC(=O)C)C)C4(C1=CC(=O)CC4)C. Drug 2: CN1C2=C(C=C(C=C2)N(CCCl)CCCl)N=C1CCCC(=O)O.Cl.